Task: Predict the product of the given reaction.. Dataset: Forward reaction prediction with 1.9M reactions from USPTO patents (1976-2016) (1) Given the reactants Cl[C:2]1[N:6]([C:7]2[N:12]=[CH:11][N:10]=[C:9]([NH:13][C:14]3[CH:19]=[C:18]([O:20][CH3:21])[C:17]([O:22][CH3:23])=[C:16]([O:24][CH3:25])[CH:15]=3)[N:8]=2)[C:5]2[CH:26]=[CH:27][CH:28]=[CH:29][C:4]=2[N:3]=1.[NH2:30][C:31]1[CH:32]=[C:33]([CH:37]=[CH:38][CH:39]=1)[C:34]([NH2:36])=[O:35].CCN(C(C)C)C(C)C, predict the reaction product. The product is: [CH3:25][O:24][C:16]1[CH:15]=[C:14]([NH:13][C:9]2[N:10]=[CH:11][N:12]=[C:7]([N:6]3[C:5]4[CH:26]=[CH:27][CH:28]=[CH:29][C:4]=4[N:3]=[C:2]3[NH:30][C:31]3[CH:32]=[C:33]([CH:37]=[CH:38][CH:39]=3)[C:34]([NH2:36])=[O:35])[N:8]=2)[CH:19]=[C:18]([O:20][CH3:21])[C:17]=1[O:22][CH3:23]. (2) Given the reactants [F:1][C:2]1[CH:3]=[C:4]2[C:8](=[CH:9][CH:10]=1)[NH:7][C:6](=[O:11])[CH2:5]2.C[Si]([N-][Si](C)(C)C)(C)C.[Li+].[N:22]1([CH2:28][CH2:29][C:30]2[N:35]=[C:34]3[CH2:36][O:37][C:38](=O)[C:33]3=[CH:32][CH:31]=2)[CH2:27][CH2:26][O:25][CH2:24][CH2:23]1.Cl, predict the reaction product. The product is: [F:1][C:2]1[CH:3]=[C:4]2[C:8](=[CH:9][CH:10]=1)[NH:7][C:6](=[O:11])[C:5]2=[C:38]1[C:33]2[C:34](=[N:35][C:30]([CH2:29][CH2:28][N:22]3[CH2:27][CH2:26][O:25][CH2:24][CH2:23]3)=[CH:31][CH:32]=2)[CH2:36][O:37]1. (3) Given the reactants [CH:1]12[NH:8][CH:5]([CH2:6][CH2:7]1)[CH2:4][CH:3]([C:9]1[N:13]=[C:12]([NH:14][C:15]3[N:20]=[CH:19][C:18]([S:21][CH2:22][C:23]([O:25][CH3:26])=[O:24])=[CH:17][C:16]=3[O:27][C:28]3[C:29]([CH3:34])=[N:30][CH:31]=[CH:32][CH:33]=3)[S:11][N:10]=1)[CH2:2]2.C(N(CC)CC)C.[C:42](OC(=O)C)(=[O:44])[CH3:43], predict the reaction product. The product is: [C:42]([N:8]1[CH:5]2[CH2:6][CH2:7][CH:1]1[CH2:2][CH:3]([C:9]1[N:13]=[C:12]([NH:14][C:15]3[N:20]=[CH:19][C:18]([S:21][CH2:22][C:23]([O:25][CH3:26])=[O:24])=[CH:17][C:16]=3[O:27][C:28]3[C:29]([CH3:34])=[N:30][CH:31]=[CH:32][CH:33]=3)[S:11][N:10]=1)[CH2:4]2)(=[O:44])[CH3:43]. (4) Given the reactants [CH2:1]([O:4][C@H:5]1[C:13]2[C:8](=[CH:9][C:10]([O:14][CH2:15][CH2:16][CH3:17])=[CH:11][CH:12]=2)[C@@H:7]([NH2:18])[CH2:6]1)[CH:2]=[CH2:3].[F:19][C:20]1[CH:21]=[C:22]([CH2:27][C@H:28]([NH:32]C(=O)OC(C)(C)C)[C@H:29]2[CH2:31][O:30]2)[CH:23]=[C:24]([F:26])[CH:25]=1, predict the reaction product. The product is: [CH2:1]([O:4][C@H:5]1[C:13]2[C:8](=[CH:9][C:10]([O:14][CH2:15][CH2:16][CH3:17])=[CH:11][CH:12]=2)[C@@H:7]([NH:18][CH2:31][C@@H:29]([OH:30])[C@@H:28]([NH2:32])[CH2:27][C:22]2[CH:23]=[C:24]([F:26])[CH:25]=[C:20]([F:19])[CH:21]=2)[CH2:6]1)[CH:2]=[CH2:3]. (5) Given the reactants C(OC(=O)[NH:7][C:8]1[CH:13]=[C:12]([O:14][CH3:15])[C:11]([C:16]([F:19])([F:18])[F:17])=[CH:10][C:9]=1[NH:20][C:21](=[O:36])[CH2:22][C:23](=O)[C:24]1[CH:29]=[CH:28][CH:27]=[C:26]([N:30]2[CH:34]=[CH:33][N:32]=[N:31]2)[CH:25]=1)(C)(C)C.C(O)(C(F)(F)F)=O, predict the reaction product. The product is: [CH3:15][O:14][C:12]1[C:11]([C:16]([F:19])([F:18])[F:17])=[CH:10][C:9]2[NH:20][C:21](=[O:36])[CH2:22][C:23]([C:24]3[CH:29]=[CH:28][CH:27]=[C:26]([N:30]4[CH:34]=[CH:33][N:32]=[N:31]4)[CH:25]=3)=[N:7][C:8]=2[CH:13]=1. (6) Given the reactants OC(C1C=CC=C(C2C=C3[C:20]([C:21]4C=C[CH:24]=[CH:23][C:22]=4[O:27][CH3:28])=[CH:19][N:18](S(C4C=CC(C)=CC=4)(=O)=O)C3=NC=2)C=1)C(O)=O.CNCC1CCC[O:43]1.C(N(C(C)C)CC)(C)C, predict the reaction product. The product is: [O:27]1[CH2:28][CH2:24][CH2:23][CH:22]1[CH2:21][CH2:20][C:19]([NH2:18])=[O:43]. (7) Given the reactants Cl[C:2]1[CH:7]=[CH:6][C:5]([N+:8]([O-:10])=[O:9])=[CH:4][N:3]=1.[CH2:11]([NH2:18])[C:12]1[CH:17]=[CH:16][CH:15]=[CH:14][CH:13]=1.Cl, predict the reaction product. The product is: [CH2:11]([NH:18][C:2]1[CH:7]=[CH:6][C:5]([N+:8]([O-:10])=[O:9])=[CH:4][N:3]=1)[C:12]1[CH:17]=[CH:16][CH:15]=[CH:14][CH:13]=1.